From a dataset of Full USPTO retrosynthesis dataset with 1.9M reactions from patents (1976-2016). Predict the reactants needed to synthesize the given product. Given the product [C:1]([N:5]1[CH2:37][CH2:36][CH2:35][CH2:34][C:8]2[C:9]([Br:48])=[C:10]3[C:19]4[CH:18]=[C:17]([C@@H:20]5[O:24][C:23]([CH3:26])([CH3:25])[O:22][C@H:21]5[C:27]([O:29][CH2:30][CH3:31])=[O:28])[C:16]([O:32][CH3:33])=[CH:15][C:14]=4[CH2:13][CH2:12][N:11]3[C:7]=2[C:6]1=[O:40])([CH3:4])([CH3:3])[CH3:2], predict the reactants needed to synthesize it. The reactants are: [C:1]([N:5]1[CH2:37][CH2:36][C:35](C)(C)[CH2:34][C:8]2[CH:9]=[C:10]3[C:19]4[CH:18]=[C:17]([C@@H:20]5[O:24][C:23]([CH3:26])([CH3:25])[O:22][C@H:21]5[C:27]([O:29][CH2:30][CH3:31])=[O:28])[C:16]([O:32][CH3:33])=[CH:15][C:14]=4[CH2:13][CH2:12][N:11]3[C:7]=2[C:6]1=[O:40])([CH3:4])([CH3:3])[CH3:2].C1C(=O)N([Br:48])C(=O)C1.O.